Dataset: Full USPTO retrosynthesis dataset with 1.9M reactions from patents (1976-2016). Task: Predict the reactants needed to synthesize the given product. (1) Given the product [C:1]([NH:9][C:10]1[CH:22]=[C:21]([CH:24]=[CH2:25])[CH:20]=[CH:19][C:11]=1[C:12]([O:14][C:15]([CH3:18])([CH3:17])[CH3:16])=[O:13])(=[O:8])[C:2]1[CH:7]=[CH:6][CH:5]=[CH:4][CH:3]=1, predict the reactants needed to synthesize it. The reactants are: [C:1]([NH:9][C:10]1[CH:22]=[C:21](Br)[CH:20]=[CH:19][C:11]=1[C:12]([O:14][C:15]([CH3:18])([CH3:17])[CH3:16])=[O:13])(=[O:8])[C:2]1[CH:7]=[CH:6][CH:5]=[CH:4][CH:3]=1.[CH2:24](C([Sn])=C(CCCC)CCCC)[CH2:25]CC. (2) Given the product [C:15]([C:12]([C:10]1[CH:9]=[C:8]([CH3:17])[CH:7]=[C:6]([C:2]([C:4]#[N:5])([CH3:1])[CH3:3])[CH:11]=1)([CH3:14])[CH3:13])#[N:16], predict the reactants needed to synthesize it. The reactants are: [CH3:1][C:2]([C:6]1[CH:7]=[C:8]([CH2:17]N2N=CN=C2)[CH:9]=[C:10]([C:12]([C:15]#[N:16])([CH3:14])[CH3:13])[CH:11]=1)([C:4]#[N:5])[CH3:3].C(CC(C1C=C(C=C(C(CC#N)C)C=1)CBr)C)#N.